Predict the reaction yield, written as a fraction of the theoretical maximum amount of product (1.0 means a 100% yield; for example, 0.34 means a 34% yield). From a dataset of Reaction yield outcomes from USPTO patents with 853,638 reactions. (1) The reactants are [Br:1][C:2]1[CH:7]=[CH:6][C:5](/[CH:8]=[CH:9]/[C:10]2[N:11]([CH2:23][C:24]3[CH:29]=[CH:28][C:27]([NH2:30])=[CH:26][CH:25]=3)[CH:12]=[C:13]([C:15]3[CH:20]=[CH:19][C:18]([Cl:21])=[CH:17][C:16]=3[Cl:22])[N:14]=2)=[CH:4][CH:3]=1.Br[CH2:32][C:33]([O:35][CH3:36])=[O:34]. No catalyst specified. The product is [CH3:36][O:35][C:33](=[O:34])[CH2:32][NH:30][C:27]1[CH:26]=[CH:25][C:24]([CH2:23][N:11]2[CH:12]=[C:13]([C:15]3[CH:20]=[CH:19][C:18]([Cl:21])=[CH:17][C:16]=3[Cl:22])[N:14]=[C:10]2[CH:9]=[CH:8][C:5]2[CH:4]=[CH:3][C:2]([Br:1])=[CH:7][CH:6]=2)=[CH:29][CH:28]=1. The yield is 0.850. (2) The reactants are [CH2:1]([O:3][C:4](=[O:23])[C:5]([C:12]1[CH:17]=[CH:16][C:15]([S:18]([CH2:21][CH3:22])(=[O:20])=[O:19])=[CH:14][CH:13]=1)=[CH:6][CH:7]1[CH2:11][CH2:10][CH2:9][CH2:8]1)[CH3:2].[H][H]. The catalyst is C(O)C.[Pd]. The product is [CH2:1]([O:3][C:4](=[O:23])[CH:5]([C:12]1[CH:13]=[CH:14][C:15]([S:18]([CH2:21][CH3:22])(=[O:20])=[O:19])=[CH:16][CH:17]=1)[CH2:6][CH:7]1[CH2:8][CH2:9][CH2:10][CH2:11]1)[CH3:2]. The yield is 0.710. (3) The reactants are Br[C:2]1[CH:7]=[CH:6][CH:5]=[CH:4][C:3]=1[CH:8]1[CH2:12][O:11][C:10](=[O:13])[NH:9]1.N1C=CC=C1C(O)=O.[N:22]1([C:28]([O:30][C:31]([CH3:34])([CH3:33])[CH3:32])=[O:29])[CH2:27][CH2:26][NH:25][CH2:24][CH2:23]1.[O-]P([O-])([O-])=O.[K+].[K+].[K+]. The catalyst is CS(C)=O.[Cu]I. The product is [O:13]=[C:10]1[NH:9][CH:8]([C:3]2[CH:4]=[CH:5][CH:6]=[CH:7][C:2]=2[N:25]2[CH2:24][CH2:23][N:22]([C:28]([O:30][C:31]([CH3:34])([CH3:33])[CH3:32])=[O:29])[CH2:27][CH2:26]2)[CH2:12][O:11]1. The yield is 0.650. (4) The reactants are [Mg].Br[C:3]1[CH:11]=[CH:10][C:6]2[CH2:7][CH2:8][O:9][C:5]=2[CH:4]=1.II.CON(C)[C:17](=[O:28])[C@@H:18]([NH:20][C:21](=[O:27])[O:22][C:23]([CH3:26])([CH3:25])[CH3:24])[CH3:19].C([Mg]Cl)(C)C. The catalyst is O1CCCC1. The product is [O:9]1[C:5]2[CH:4]=[C:3]([C:17](=[O:28])[C@H:18]([NH:20][C:21](=[O:27])[O:22][C:23]([CH3:25])([CH3:24])[CH3:26])[CH3:19])[CH:11]=[CH:10][C:6]=2[CH2:7][CH2:8]1. The yield is 0.360.